This data is from Catalyst prediction with 721,799 reactions and 888 catalyst types from USPTO. The task is: Predict which catalyst facilitates the given reaction. (1) Product: [C:1]([O:5][C:6]([N:8]1[CH2:13][C@@H:12]2[CH2:14][C@H:9]1[CH2:10][N:11]2[CH:18]1[CH2:20][CH2:19]1)=[O:7])([CH3:4])([CH3:2])[CH3:3]. The catalyst class is: 5. Reactant: [C:1]([O:5][C:6]([N:8]1[CH2:13][C@@H:12]2[CH2:14][C@H:9]1[CH2:10][NH:11]2)=[O:7])([CH3:4])([CH3:3])[CH3:2].C(O[C:18]1(O[Si](C)(C)C)[CH2:20][CH2:19]1)C.C(O)(=O)C.C([BH3-])#N.[Na+].C(=O)([O-])O.[Na+]. (2) Reactant: [F:1][CH:2]([F:35])[C:3]1[S:7][C:6]([C:8]([NH:10][C:11]2[N:15]([CH2:16][C@H:17]3[CH2:21][CH2:20][CH2:19][N:18]3[C:22]([O:24][C:25]([CH3:28])([CH3:27])[CH3:26])=[O:23])[C:14]3[CH:29]=[CH:30][C:31]([CH2:33][OH:34])=[CH:32][C:13]=3[N:12]=2)=[O:9])=[CH:5][CH:4]=1.CC(OI1(OC(C)=O)(OC(C)=O)OC(=O)C2C=CC=CC1=2)=O.O. Product: [F:35][CH:2]([F:1])[C:3]1[S:7][C:6]([C:8]([NH:10][C:11]2[N:15]([CH2:16][C@H:17]3[CH2:21][CH2:20][CH2:19][N:18]3[C:22]([O:24][C:25]([CH3:27])([CH3:28])[CH3:26])=[O:23])[C:14]3[CH:29]=[CH:30][C:31]([CH:33]=[O:34])=[CH:32][C:13]=3[N:12]=2)=[O:9])=[CH:5][CH:4]=1. The catalyst class is: 2. (3) Reactant: [Br:1][C:2]1[CH:3]=[CH:4][C:5]([C:8]2[CH2:12][CH:11]([CH2:13][OH:14])[O:10][N:9]=2)=[N:6][CH:7]=1.ClC1C=CC=C(C(OO)=[O:23])C=1. Product: [Br:1][C:2]1[CH:3]=[CH:4][C:5]([C:8]2[CH2:12][CH:11]([CH2:13][OH:14])[O:10][N:9]=2)=[N+:6]([O-:23])[CH:7]=1. The catalyst class is: 4. (4) Reactant: [H-].[Na+].O[CH:4]1[C:12]2[C:7](=[CH:8][CH:9]=[CH:10][CH:11]=2)[C:6](=[O:13])[N:5]1[CH2:14][C:15]1[CH:20]=[CH:19][CH:18]=[CH:17][CH:16]=1.O.[C:22]([O:25][CH2:26][CH3:27])(=[O:24])[CH3:23]. Product: [CH2:14]([N:5]1[C:6](=[O:13])[C:7]2[C:12](=[CH:11][CH:10]=[CH:9][CH:8]=2)[CH:4]1[CH2:23][C:22]([O:25][CH2:26][CH3:27])=[O:24])[C:15]1[CH:20]=[CH:19][CH:18]=[CH:17][CH:16]=1. The catalyst class is: 57. (5) Reactant: [OH:1][C:2]1[C:10]([O:11][CH3:12])=[CH:9][C:8]([C:13]2[N:14]([C:24]([O:26][C:27]([CH3:30])([CH3:29])[CH3:28])=[O:25])[C:15]3[C:20]([CH:21]=2)=[CH:19][C:18]([CH:22]=O)=[CH:17][CH:16]=3)=[C:7]2[C:3]=1[CH2:4][NH:5][C:6]2=[O:31].[NH:32]1[CH2:36][CH2:35][CH2:34][CH2:33]1.C(O)(=O)C.C(O[BH-](OC(=O)C)OC(=O)C)(=O)C.[Na+]. Product: [OH:1][C:2]1[C:10]([O:11][CH3:12])=[CH:9][C:8]([C:13]2[N:14]([C:24]([O:26][C:27]([CH3:30])([CH3:28])[CH3:29])=[O:25])[C:15]3[C:20]([CH:21]=2)=[CH:19][C:18]([CH2:22][N:32]2[CH2:36][CH2:35][CH2:34][CH2:33]2)=[CH:17][CH:16]=3)=[C:7]2[C:3]=1[CH2:4][NH:5][C:6]2=[O:31]. The catalyst class is: 10. (6) Reactant: [CH3:1][O:2][C:3]1[CH:4]=[C:5]2[C:10](=[C:11]([N:13]3[CH2:18][CH2:17][NH:16][CH2:15][CH2:14]3)[CH:12]=1)[N:9]=[CH:8][CH:7]=[CH:6]2.[N:19]1[C:28]2[C:23](=[CH:24][CH:25]=[CH:26][C:27]=2[N:29]2[CH2:34][CH2:33][C:32](=O)[CH2:31][CH2:30]2)[CH:22]=[CH:21][CH:20]=1.C(O[BH-](OC(=O)C)OC(=O)C)(=O)C.[Na+].C(O)(=O)C. Product: [CH3:1][O:2][C:3]1[CH:4]=[C:5]2[C:10](=[C:11]([N:13]3[CH2:14][CH2:15][N:16]([CH:32]4[CH2:31][CH2:30][N:29]([C:27]5[CH:26]=[CH:25][CH:24]=[C:23]6[C:28]=5[N:19]=[CH:20][CH:21]=[CH:22]6)[CH2:34][CH2:33]4)[CH2:17][CH2:18]3)[CH:12]=1)[N:9]=[CH:8][CH:7]=[CH:6]2. The catalyst class is: 68.